From a dataset of Catalyst prediction with 721,799 reactions and 888 catalyst types from USPTO. Predict which catalyst facilitates the given reaction. Reactant: [Br:1][C:2]1[CH:8]=[CH:7][C:5]([NH2:6])=[CH:4][CH:3]=1.C(N(CC)CC)C.O1CCCC1.[C:21](Cl)(=[O:25])[CH:22]([CH3:24])[CH3:23]. Product: [Br:1][C:2]1[CH:8]=[CH:7][C:5]([NH:6][C:21](=[O:25])[CH:22]([CH3:24])[CH3:23])=[CH:4][CH:3]=1. The catalyst class is: 22.